From a dataset of Peptide-MHC class I binding affinity with 185,985 pairs from IEDB/IMGT. Regression. Given a peptide amino acid sequence and an MHC pseudo amino acid sequence, predict their binding affinity value. This is MHC class I binding data. The peptide sequence is RIQENHGFI. The MHC is HLA-B27:03 with pseudo-sequence HLA-B27:03. The binding affinity (normalized) is 0.0847.